Dataset: Full USPTO retrosynthesis dataset with 1.9M reactions from patents (1976-2016). Task: Predict the reactants needed to synthesize the given product. (1) Given the product [Cl:31][C:5]1[O:1][C:2]([C:6]2[CH:30]=[CH:29][C:9]3[C:10]4[CH:16]=[C:15]([S:17]([NH:20][C@H:21]([CH:26]([CH3:28])[CH3:27])[C:22]([O:24][CH3:25])=[O:23])(=[O:18])=[O:19])[CH:14]=[CH:13][C:11]=4[S:12][C:8]=3[CH:7]=2)=[CH:3][CH:4]=1, predict the reactants needed to synthesize it. The reactants are: [O:1]1[CH:5]=[CH:4][CH:3]=[C:2]1[C:6]1[CH:30]=[CH:29][C:9]2[C:10]3[CH:16]=[C:15]([S:17]([NH:20][C@H:21]([CH:26]([CH3:28])[CH3:27])[C:22]([O:24][CH3:25])=[O:23])(=[O:19])=[O:18])[CH:14]=[CH:13][C:11]=3[S:12][C:8]=2[CH:7]=1.[Cl:31]N1C(=O)CCC1=O.C(O)(C(F)(F)F)=O.CS(C)=O. (2) Given the product [NH2:44][C:2]1[N:7]=[CH:6][C:5]([S:8]([N:11]2[CH2:16][CH2:15][N:14]([C:17]3[CH:22]=[CH:21][C:20]([C:23]([OH:32])([C:28]([F:31])([F:30])[F:29])[C:24]([F:27])([F:26])[F:25])=[CH:19][CH:18]=3)[C@@H:13]([CH2:33][S:34]([C:37]3[CH:42]=[CH:41][CH:40]=[CH:39][CH:38]=3)(=[O:36])=[O:35])[CH2:12]2)(=[O:10])=[O:9])=[CH:4][CH:3]=1, predict the reactants needed to synthesize it. The reactants are: Cl[C:2]1[N:7]=[CH:6][C:5]([S:8]([N:11]2[CH2:16][CH2:15][N:14]([C:17]3[CH:22]=[CH:21][C:20]([C:23]([OH:32])([C:28]([F:31])([F:30])[F:29])[C:24]([F:27])([F:26])[F:25])=[CH:19][CH:18]=3)[C@@H:13]([CH2:33][S:34]([C:37]3[CH:42]=[CH:41][CH:40]=[CH:39][CH:38]=3)(=[O:36])=[O:35])[CH2:12]2)(=[O:10])=[O:9])=[CH:4][CH:3]=1.[OH-].[NH4+:44]. (3) Given the product [Br:1][C:2]1[CH:3]=[C:4]([C:14]([OH:16])=[O:15])[C:5]2[CH:6]=[N:7][N:8]([CH:11]([CH3:12])[CH3:13])[C:9]=2[CH:10]=1, predict the reactants needed to synthesize it. The reactants are: [Br:1][C:2]1[CH:3]=[C:4]([C:14]([O-:16])=[O:15])[C:5]2[CH:6]=[N:7][N:8]([CH:11]([CH3:13])[CH3:12])[C:9]=2[CH:10]=1.O1CCCC1.[OH-].[Na+]. (4) Given the product [CH3:1][O:2][C:3]1[CH:15]=[CH:14][C:6]2[S:7][C:8]([C:10]([OH:12])=[O:11])=[CH:9][C:5]=2[CH:4]=1, predict the reactants needed to synthesize it. The reactants are: [CH3:1][O:2][C:3]1[CH:15]=[CH:14][C:6]2[S:7][C:8]([C:10]([O:12]C)=[O:11])=[CH:9][C:5]=2[CH:4]=1.O.[OH-].[Li+].O. (5) Given the product [Cl:1][C:2]1[CH:7]=[CH:6][N:5]=[C:4]2[N:8]([S:19]([C:22]3[CH:27]=[CH:26][CH:25]=[CH:24][CH:23]=3)(=[O:21])=[O:20])[CH:9]=[C:10]([C:11]3[CH:12]=[C:13]([CH:14]=[CH:15][CH:16]=3)[CH2:17][NH:18][C:39]([C:35]3[C:34](=[O:42])[N:33]([CH2:32][C:31]4[CH:43]=[CH:44][C:45]([F:46])=[C:29]([F:28])[CH:30]=4)[CH:38]=[CH:37][CH:36]=3)=[O:40])[C:3]=12, predict the reactants needed to synthesize it. The reactants are: [Cl:1][C:2]1[CH:7]=[CH:6][N:5]=[C:4]2[N:8]([S:19]([C:22]3[CH:27]=[CH:26][CH:25]=[CH:24][CH:23]=3)(=[O:21])=[O:20])[CH:9]=[C:10]([C:11]3[CH:12]=[C:13]([CH2:17][NH2:18])[CH:14]=[CH:15][CH:16]=3)[C:3]=12.[F:28][C:29]1[CH:30]=[C:31]([CH:43]=[CH:44][C:45]=1[F:46])[CH2:32][N:33]1[CH:38]=[CH:37][CH:36]=[C:35]([C:39](Cl)=[O:40])[C:34]1=[O:42]. (6) Given the product [Cl:9][C:7]1[C:6](=[O:10])[O:1][C:2]([CH3:5])=[C:3]([Cl:12])[N:4]=1, predict the reactants needed to synthesize it. The reactants are: [OH:1][CH:2]([CH3:5])[C:3]#[N:4].[C:6](Cl)(=[O:10])[C:7]([Cl:9])=O.[ClH:12].C(N(CC)CC)C. (7) The reactants are: Cl.C(OC(=O)[NH:8][CH2:9][CH2:10][N:11]1[CH:15]=[C:14]([NH:16][C:17]([NH:19][C:20]2[CH:25]=[CH:24][CH:23]=[C:22]([C:26]([F:29])([F:28])[F:27])[CH:21]=2)=[O:18])[N:13]=[C:12]1[CH3:30])(C)(C)C. Given the product [NH2:8][CH2:9][CH2:10][N:11]1[CH:15]=[C:14]([NH:16][C:17]([NH:19][C:20]2[CH:25]=[CH:24][CH:23]=[C:22]([C:26]([F:29])([F:28])[F:27])[CH:21]=2)=[O:18])[N:13]=[C:12]1[CH3:30], predict the reactants needed to synthesize it. (8) Given the product [CH2:2]([N:6]1[C:10]([CH3:11])=[CH:9][S:8]/[C:7]/1=[CH:12]\[C:17]([C:16]1[CH:20]=[CH:21][CH:22]=[CH:23][C:15]=1[C:14]([F:13])([F:24])[F:25])=[O:18])[CH2:3][CH2:4][CH3:5], predict the reactants needed to synthesize it. The reactants are: [I-].[CH2:2]([N+:6]1[C:10]([CH3:11])=[CH:9][S:8][C:7]=1[CH3:12])[CH2:3][CH2:4][CH3:5].[F:13][C:14]([F:25])([F:24])[C:15]1[CH:23]=[CH:22][CH:21]=[CH:20][C:16]=1[C:17](Cl)=[O:18]. (9) Given the product [O:25]=[C:23]1[C:22]2[C:3]3=[C:4]([CH:19]=[CH:20][CH:21]=2)[NH:5][C:6]2[CH2:7][N:8]([C:12]([O:14][C:15]([CH3:16])([CH3:18])[CH3:17])=[O:13])[CH2:9][CH2:10][C:11]=2[C:2]3=[N:29][NH:28]1, predict the reactants needed to synthesize it. The reactants are: O=[C:2]1[C:11]2[CH2:10][CH2:9][N:8]([C:12]([O:14][C:15]([CH3:18])([CH3:17])[CH3:16])=[O:13])[CH2:7][C:6]=2[NH:5][C:4]2[CH:19]=[CH:20][CH:21]=[C:22]([C:23]([O:25]C)=O)[C:3]1=2.O.[NH2:28][NH2:29].C(O)(=O)C.O.